The task is: Regression. Given two drug SMILES strings and cell line genomic features, predict the synergy score measuring deviation from expected non-interaction effect.. This data is from NCI-60 drug combinations with 297,098 pairs across 59 cell lines. Drug 1: CC1=CC=C(C=C1)C2=CC(=NN2C3=CC=C(C=C3)S(=O)(=O)N)C(F)(F)F. Drug 2: CCN(CC)CCCC(C)NC1=C2C=C(C=CC2=NC3=C1C=CC(=C3)Cl)OC. Cell line: MDA-MB-231. Synergy scores: CSS=13.5, Synergy_ZIP=-4.29, Synergy_Bliss=0.891, Synergy_Loewe=-8.67, Synergy_HSA=1.57.